Dataset: Full USPTO retrosynthesis dataset with 1.9M reactions from patents (1976-2016). Task: Predict the reactants needed to synthesize the given product. (1) Given the product [C:1]([O:9][CH2:10][C:11]1[S:13][CH:20]=[C:21]([C:23]2[CH:28]=[CH:27][C:26]([OH:29])=[CH:25][CH:24]=2)[N:12]=1)(=[O:8])[C:2]1[CH:7]=[CH:6][CH:5]=[CH:4][CH:3]=1, predict the reactants needed to synthesize it. The reactants are: [C:1]([O:9][CH2:10][C:11](=[S:13])[NH2:12])(=[O:8])[C:2]1[CH:7]=[CH:6][CH:5]=[CH:4][CH:3]=1.C(=O)([O-])O.[Na+].Br[CH2:20][C:21]([C:23]1[CH:28]=[CH:27][C:26]([OH:29])=[CH:25][CH:24]=1)=O.C(O)C. (2) Given the product [CH3:30][C:24]1[CH:25]=[C:26]([CH3:29])[CH:27]=[CH:28][C:23]=1[N:20]1[CH2:21][CH2:22][N:17]([C:15]([C:3]2[CH:4]=[CH:5][C:6]([N:8]3[CH2:12][CH2:11][CH2:10][S:9]3(=[O:14])=[O:13])=[CH:7][C:2]=2[NH:1][C:39]([NH:38][C:35]2[CH:36]=[CH:37][C:32]([F:31])=[CH:33][CH:34]=2)=[O:40])=[O:16])[CH2:18][CH2:19]1, predict the reactants needed to synthesize it. The reactants are: [NH2:1][C:2]1[CH:7]=[C:6]([N:8]2[CH2:12][CH2:11][CH2:10][S:9]2(=[O:14])=[O:13])[CH:5]=[CH:4][C:3]=1[C:15]([N:17]1[CH2:22][CH2:21][N:20]([C:23]2[CH:28]=[CH:27][C:26]([CH3:29])=[CH:25][C:24]=2[CH3:30])[CH2:19][CH2:18]1)=[O:16].[F:31][C:32]1[CH:37]=[CH:36][C:35]([N:38]=[C:39]=[O:40])=[CH:34][CH:33]=1.Cl. (3) Given the product [CH3:1][O:2][C:3]([C@@H:5]1[CH2:32][C@@H:31]2[CH2:33][N:6]1[C:7](=[O:43])[C@H:8]([C:36]1([CH3:42])[CH2:41][CH2:40][CH2:39][CH2:38][CH2:37]1)[NH:9][C:10](=[O:35])[O:11][C@@H:12]1[CH2:34][C@H:13]1[CH2:14][CH2:15][CH2:16][CH2:17][CH2:18][C:19]1[C:20]([O:30]2)=[N:21][C:22]2[CH:23]=[CH:24][CH:25]=[CH:26][C:27]=2[C:28]=1[O:29][CH:64]1[CH2:69][CH2:68][N:67]([CH3:70])[CH2:66][CH2:65]1)=[O:4], predict the reactants needed to synthesize it. The reactants are: [CH3:1][O:2][C:3]([C@@H:5]1[CH2:32][C@@H:31]2[CH2:33][N:6]1[C:7](=[O:43])[C@H:8]([C:36]1([CH3:42])[CH2:41][CH2:40][CH2:39][CH2:38][CH2:37]1)[NH:9][C:10](=[O:35])[O:11][C@@H:12]1[CH2:34][C@H:13]1[CH2:14][CH2:15][CH2:16][CH2:17][CH2:18][C:19]1[C:20]([O:30]2)=[N:21][C:22]2[CH:23]=[CH:24][CH:25]=[CH:26][C:27]=2[C:28]=1[OH:29])=[O:4].C1(P(C2C=CC=CC=2)C2C=CC=CC=2)C=CC=CC=1.O[CH:64]1[CH2:69][CH2:68][N:67]([CH3:70])[CH2:66][CH2:65]1.N(C(OC(C)C)=O)=NC(OC(C)C)=O. (4) Given the product [CH3:16][N:13]1[CH2:14][CH2:15][N:10]([C:8]([C:4]2[CH:5]=[CH:6][CH:7]=[C:2]([C:18]#[C:17][Si:19]([CH3:22])([CH3:21])[CH3:20])[CH:3]=2)=[O:9])[CH2:11][CH2:12]1, predict the reactants needed to synthesize it. The reactants are: I[C:2]1[CH:3]=[C:4]([C:8]([N:10]2[CH2:15][CH2:14][N:13]([CH3:16])[CH2:12][CH2:11]2)=[O:9])[CH:5]=[CH:6][CH:7]=1.[C:17]([Si:19]([CH3:22])([CH3:21])[CH3:20])#[CH:18]. (5) Given the product [CH3:52][O:53][C:54]1[CH:55]=[CH:56][C:57]([CH2:58][NH:59][C:60]([C:62]2[S:73][C:65]3[N:66]([CH3:72])[C:67](=[O:71])[N:68]([CH2:24][C:23]4[CH:26]=[CH:27][C:20]([C:18]#[N:19])=[CH:21][CH:22]=4)[C:69](=[O:70])[C:64]=3[CH:63]=2)=[O:61])=[CH:74][CH:75]=1, predict the reactants needed to synthesize it. The reactants are: BrCC1C=CC(S(N2CCOCC2)(=O)=O)=CC=1.[C:18]([C:20]1[CH:27]=[CH:26][C:23]([CH2:24]Br)=[CH:22][CH:21]=1)#[N:19].COC1C=C(C=CC=1)CNC(C1SC2N(C)C(=O)NC(=O)C=2C=1)=O.[CH3:52][O:53][C:54]1[CH:75]=[CH:74][C:57]([CH2:58][NH:59][C:60]([C:62]2[S:73][C:65]3[N:66]([CH3:72])[C:67](=[O:71])[NH:68][C:69](=[O:70])[C:64]=3[CH:63]=2)=[O:61])=[CH:56][CH:55]=1. (6) Given the product [CH2:22]([S:29]([NH:32][C:33]([CH:35]1[CH2:40][CH2:39][N:38]([C:4]2[C:3]([C:1]#[N:2])=[CH:13][C:7]([C:8]([O:10][CH2:11][CH3:12])=[O:9])=[C:6]([CH2:14][N:15]3[CH2:19][CH2:18][CH2:17][C:16]3=[O:20])[N:5]=2)[CH2:37][CH2:36]1)=[O:34])(=[O:30])=[O:31])[C:23]1[CH:24]=[CH:25][CH:26]=[CH:27][CH:28]=1, predict the reactants needed to synthesize it. The reactants are: [C:1]([C:3]1[C:4](O)=[N:5][C:6]([CH2:14][N:15]2[CH2:19][CH2:18][CH2:17][C:16]2=[O:20])=[C:7]([CH:13]=1)[C:8]([O:10][CH2:11][CH3:12])=[O:9])#[N:2].[CH2:22]([S:29]([NH:32][C:33]([CH:35]1[CH2:40][CH2:39][NH:38][CH2:37][CH2:36]1)=[O:34])(=[O:31])=[O:30])[C:23]1[CH:28]=[CH:27][CH:26]=[CH:25][CH:24]=1.F[P-](F)(F)(F)(F)F.Br[P+](N1CCCC1)(N1CCCC1)N1CCCC1.CCN(C(C)C)C(C)C.Cl. (7) The reactants are: [CH3:1][O:2][C:3]1[CH:8]=[CH:7][C:6](B(O)O)=[CH:5][N:4]=1.[CH3:12][N:13]([C:22]1[CH:27]=[CH:26][C:25]([NH:28][C:29]([NH:31][C:32]2[CH:37]=[CH:36][CH:35]=[CH:34][CH:33]=2)=[O:30])=[CH:24][CH:23]=1)[S:14]([C:17]1[CH:18]=[N:19][NH:20][CH:21]=1)(=[O:16])=[O:15]. Given the product [CH3:12][N:13]([C:22]1[CH:23]=[CH:24][C:25]([NH:28][C:29]([NH:31][C:32]2[CH:37]=[CH:36][CH:35]=[CH:34][CH:33]=2)=[O:30])=[CH:26][CH:27]=1)[S:14]([C:17]1[CH:21]=[N:20][N:19]([C:6]2[CH:7]=[CH:8][C:3]([O:2][CH3:1])=[N:4][CH:5]=2)[CH:18]=1)(=[O:15])=[O:16], predict the reactants needed to synthesize it.